This data is from Full USPTO retrosynthesis dataset with 1.9M reactions from patents (1976-2016). The task is: Predict the reactants needed to synthesize the given product. (1) The reactants are: [F:1][C:2]([F:12])([F:11])[C:3]1[N:8]=[C:7]([CH:9]=O)[CH:6]=[CH:5][CH:4]=1.Cl.Cl.[NH2:15][C:16]1[CH:17]=[CH:18][C:19]([N:23]2[CH2:28][CH2:27][CH2:26][C@@H:25]([C:29]([N:31]3[CH2:35][CH2:34][CH2:33][CH2:32]3)=[O:30])[CH2:24]2)=[N:20][C:21]=1[NH2:22].S(S([O-])=O)([O-])=O.[Na+].[Na+].C(O)C. Given the product [N:31]1([C:29]([C@@H:25]2[CH2:26][CH2:27][CH2:28][N:23]([C:19]3[N:20]=[C:21]4[NH:22][C:9]([C:7]5[CH:6]=[CH:5][CH:4]=[C:3]([C:2]([F:12])([F:11])[F:1])[N:8]=5)=[N:15][C:16]4=[CH:17][CH:18]=3)[CH2:24]2)=[O:30])[CH2:35][CH2:34][CH2:33][CH2:32]1, predict the reactants needed to synthesize it. (2) Given the product [I:30][C:16]1[CH:17]=[C:11]([C:3]([F:22])([C:4]([F:10])([F:9])[C:5]([F:8])([F:7])[F:6])[C:2]([F:23])([F:24])[F:1])[CH:12]=[C:13]([C:18]([F:19])([F:20])[F:21])[C:14]=1[NH2:15], predict the reactants needed to synthesize it. The reactants are: [F:1][C:2]([F:24])([F:23])[C:3]([F:22])([C:11]1[CH:17]=[CH:16][C:14]([NH2:15])=[C:13]([C:18]([F:21])([F:20])[F:19])[CH:12]=1)[C:4]([F:10])([F:9])[C:5]([F:8])([F:7])[F:6].S(=O)(=O)(O)O.[I:30]N1C(=O)CCC1=O.[OH-].[Na+]. (3) The reactants are: [F:1][C:2]([F:47])([F:46])[O:3][C:4]1[CH:45]=[CH:44][C:7]([CH2:8][NH:9][C:10]([C@H:12]2[CH2:17][N:16]([C:18]3[S:19][C:20]4[C:25](Cl)=[N:24][C:23]([CH:27]5[CH2:29][CH2:28]5)=[N:22][C:21]=4[N:30]=3)[CH2:15][CH2:14][N:13]2[S:31]([C:34]2[CH:39]=[CH:38][C:37]([C:40]([F:43])([F:42])[F:41])=[CH:36][CH:35]=2)(=[O:33])=[O:32])=[O:11])=[CH:6][CH:5]=1.C([O-])=O.[NH4+]. Given the product [F:47][C:2]([F:1])([F:46])[O:3][C:4]1[CH:5]=[CH:6][C:7]([CH2:8][NH:9][C:10]([C@H:12]2[CH2:17][N:16]([C:18]3[S:19][C:20]4[CH:25]=[N:24][C:23]([CH:27]5[CH2:29][CH2:28]5)=[N:22][C:21]=4[N:30]=3)[CH2:15][CH2:14][N:13]2[S:31]([C:34]2[CH:39]=[CH:38][C:37]([C:40]([F:41])([F:42])[F:43])=[CH:36][CH:35]=2)(=[O:33])=[O:32])=[O:11])=[CH:44][CH:45]=1, predict the reactants needed to synthesize it.